This data is from Forward reaction prediction with 1.9M reactions from USPTO patents (1976-2016). The task is: Predict the product of the given reaction. (1) Given the reactants Cl[C:2]1[N:11]=[CH:10][C:9]2[N:8]([CH3:12])[C:7](=[O:13])[CH2:6][N:5]([CH:14]([CH3:16])[CH3:15])[C:4]=2[N:3]=1.C[O:18][C:19](=[O:32])[C:20]1[CH:25]=[C:24]([NH:26][S:27]([CH3:30])(=[O:29])=[O:28])[CH:23]=[C:22]([NH2:31])[CH:21]=1, predict the reaction product. The product is: [CH:14]([N:5]1[C:4]2[N:3]=[C:2]([NH:31][C:22]3[CH:21]=[C:20]([CH:25]=[C:24]([NH:26][S:27]([CH3:30])(=[O:29])=[O:28])[CH:23]=3)[C:19]([OH:32])=[O:18])[N:11]=[CH:10][C:9]=2[N:8]([CH3:12])[C:7](=[O:13])[CH2:6]1)([CH3:16])[CH3:15]. (2) Given the reactants [CH3:1][NH:2][CH2:3][C@H:4]1[CH2:9][CH2:8][C@H:7]([CH2:10][OH:11])[CH2:6][CH2:5]1.[CH2:12]([O:19][C:20]([O:22]N1C(=O)CCC1=O)=O)[C:13]1[CH:18]=[CH:17][CH:16]=[CH:15][CH:14]=1, predict the reaction product. The product is: [CH2:12]([O:19][C:20](=[O:22])[N:2]([CH2:3][C@H:4]1[CH2:9][CH2:8][C@H:7]([CH2:10][OH:11])[CH2:6][CH2:5]1)[CH3:1])[C:13]1[CH:14]=[CH:15][CH:16]=[CH:17][CH:18]=1. (3) Given the reactants CC(C)([O-])C.[K+].[Cl:7][C:8]1[CH:13]=[C:12]([OH:14])[CH:11]=[CH:10][C:9]=1[CH2:15][N:16]1[CH:20]=[CH:19][C:18]([NH:21][C:22](=[O:31])[C:23]2[C:28]([F:29])=[CH:27][CH:26]=[CH:25][C:24]=2[F:30])=[N:17]1.Br[CH2:33][CH2:34][CH2:35][CH3:36], predict the reaction product. The product is: [CH2:33]([O:14][C:12]1[CH:11]=[CH:10][C:9]([CH2:15][N:16]2[CH:20]=[CH:19][C:18]([NH:21][C:22](=[O:31])[C:23]3[C:24]([F:30])=[CH:25][CH:26]=[CH:27][C:28]=3[F:29])=[N:17]2)=[C:8]([Cl:7])[CH:13]=1)[CH2:34][CH2:35][CH3:36]. (4) Given the reactants [N:1]1[CH:6]=[CH:5][CH:4]=[CH:3][C:2]=1[C:7]([C:33]1[CH:34]=[CH:35][CH:36]=[C:37]2[C:42]=1[N:41]=[CH:40][CH:39]=[CH:38]2)([C:9]1[N:13](C(C2C=CC=CC=2)(C2C=CC=CC=2)C2C=CC=CC=2)[CH:12]=[N:11][CH:10]=1)O.[OH-].[Na+], predict the reaction product. The product is: [NH:13]1[C:9]([CH:7]([C:2]2[CH:3]=[CH:4][CH:5]=[CH:6][N:1]=2)[C:33]2[CH:34]=[CH:35][CH:36]=[C:37]3[C:42]=2[N:41]=[CH:40][CH:39]=[CH:38]3)=[CH:10][N:11]=[CH:12]1. (5) Given the reactants O[Li].O.C[O:5][C:6](=[O:37])[C:7]1[CH:12]=[CH:11][CH:10]=[C:9]([O:13][CH:14]2[CH2:19][CH2:18][N:17]([C:20](=[O:36])[CH2:21][NH:22][C:23]([C:25]3[CH:29]=[C:28]([C:30]4[CH:35]=[CH:34][CH:33]=[CH:32][CH:31]=4)[NH:27][N:26]=3)=[O:24])[CH2:16][CH2:15]2)[CH:8]=1, predict the reaction product. The product is: [C:30]1([C:28]2[NH:27][N:26]=[C:25]([C:23]([NH:22][CH2:21][C:20]([N:17]3[CH2:16][CH2:15][CH:14]([O:13][C:9]4[CH:8]=[C:7]([CH:12]=[CH:11][CH:10]=4)[C:6]([OH:37])=[O:5])[CH2:19][CH2:18]3)=[O:36])=[O:24])[CH:29]=2)[CH:31]=[CH:32][CH:33]=[CH:34][CH:35]=1.